From a dataset of Peptide-MHC class II binding affinity with 134,281 pairs from IEDB. Regression. Given a peptide amino acid sequence and an MHC pseudo amino acid sequence, predict their binding affinity value. This is MHC class II binding data. The peptide sequence is KMIGGIGGFIKVRQYDQISI. The MHC is HLA-DQA10401-DQB10402 with pseudo-sequence HLA-DQA10401-DQB10402. The binding affinity (normalized) is 0.277.